This data is from Full USPTO retrosynthesis dataset with 1.9M reactions from patents (1976-2016). The task is: Predict the reactants needed to synthesize the given product. (1) Given the product [C:7]1([NH2:10])[C:6]([NH2:11])=[CH:5][C:4]([NH2:1])=[CH:9][CH:8]=1, predict the reactants needed to synthesize it. The reactants are: [N+:1]([C:4]1[CH:5]=[C:6]([NH2:11])[C:7]([NH2:10])=[CH:8][CH:9]=1)([O-])=O. (2) Given the product [Cl:19][CH2:20][CH2:21][NH:2][CH2:3][C:4]1[NH:5][C:6](=[O:18])[C:7]2[NH:12][N:11]=[C:10]([CH:13]3[CH2:17][CH2:16][CH2:15][CH2:14]3)[C:8]=2[N:9]=1, predict the reactants needed to synthesize it. The reactants are: Cl.[NH2:2][CH2:3][C:4]1[NH:5][C:6](=[O:18])[C:7]2[NH:12][N:11]=[C:10]([CH:13]3[CH2:17][CH2:16][CH2:15][CH2:14]3)[C:8]=2[N:9]=1.[Cl:19][CH2:20][CH:21]=O.C([BH3-])#N.[Na+].C(=O)(O)[O-].[Na+].